From a dataset of NCI-60 drug combinations with 297,098 pairs across 59 cell lines. Regression. Given two drug SMILES strings and cell line genomic features, predict the synergy score measuring deviation from expected non-interaction effect. (1) Drug 1: CC1C(C(CC(O1)OC2CC(OC(C2O)C)OC3=CC4=CC5=C(C(=O)C(C(C5)C(C(=O)C(C(C)O)O)OC)OC6CC(C(C(O6)C)O)OC7CC(C(C(O7)C)O)OC8CC(C(C(O8)C)O)(C)O)C(=C4C(=C3C)O)O)O)O. Drug 2: CC(C)CN1C=NC2=C1C3=CC=CC=C3N=C2N. Cell line: HCT116. Synergy scores: CSS=55.7, Synergy_ZIP=3.00, Synergy_Bliss=-1.04, Synergy_Loewe=-1.52, Synergy_HSA=-1.46. (2) Drug 1: CC1C(C(CC(O1)OC2CC(CC3=C2C(=C4C(=C3O)C(=O)C5=C(C4=O)C(=CC=C5)OC)O)(C(=O)C)O)N)O.Cl. Drug 2: C(CCl)NC(=O)N(CCCl)N=O. Cell line: IGROV1. Synergy scores: CSS=19.5, Synergy_ZIP=-6.68, Synergy_Bliss=-4.64, Synergy_Loewe=-3.86, Synergy_HSA=-3.06. (3) Drug 1: CN1CCC(CC1)COC2=C(C=C3C(=C2)N=CN=C3NC4=C(C=C(C=C4)Br)F)OC. Drug 2: CC1=CC=C(C=C1)C2=CC(=NN2C3=CC=C(C=C3)S(=O)(=O)N)C(F)(F)F. Cell line: MOLT-4. Synergy scores: CSS=20.2, Synergy_ZIP=-4.16, Synergy_Bliss=2.31, Synergy_Loewe=1.13, Synergy_HSA=3.31.